Regression. Given a peptide amino acid sequence and an MHC pseudo amino acid sequence, predict their binding affinity value. This is MHC class II binding data. From a dataset of Peptide-MHC class II binding affinity with 134,281 pairs from IEDB. (1) The peptide sequence is DPRQGLAVLRKVKRV. The MHC is DRB1_0901 with pseudo-sequence DRB1_0901. The binding affinity (normalized) is 0.359. (2) The peptide sequence is PKGISRMSMAMGTMA. The MHC is DRB1_0404 with pseudo-sequence DRB1_0404. The binding affinity (normalized) is 0.851. (3) The MHC is DRB1_0101 with pseudo-sequence DRB1_0101. The peptide sequence is GYVVSTISEPTIHLV. The binding affinity (normalized) is 0.833. (4) The peptide sequence is LPVPPTVTVFKIPKK. The MHC is DRB1_0802 with pseudo-sequence DRB1_0802. The binding affinity (normalized) is 0.397. (5) The peptide sequence is QFKPEEITGIMKDFD. The MHC is DRB3_0202 with pseudo-sequence DRB3_0202. The binding affinity (normalized) is 0.